From a dataset of NCI-60 drug combinations with 297,098 pairs across 59 cell lines. Regression. Given two drug SMILES strings and cell line genomic features, predict the synergy score measuring deviation from expected non-interaction effect. (1) Drug 1: CN1C(=O)N2C=NC(=C2N=N1)C(=O)N. Drug 2: COCCOC1=C(C=C2C(=C1)C(=NC=N2)NC3=CC=CC(=C3)C#C)OCCOC.Cl. Cell line: MCF7. Synergy scores: CSS=-0.628, Synergy_ZIP=0.0630, Synergy_Bliss=-1.35, Synergy_Loewe=-6.11, Synergy_HSA=-4.56. (2) Drug 1: CNC(=O)C1=CC=CC=C1SC2=CC3=C(C=C2)C(=NN3)C=CC4=CC=CC=N4. Drug 2: CCCCCOC(=O)NC1=NC(=O)N(C=C1F)C2C(C(C(O2)C)O)O. Cell line: SF-539. Synergy scores: CSS=7.97, Synergy_ZIP=-4.47, Synergy_Bliss=-2.64, Synergy_Loewe=-10.5, Synergy_HSA=-2.95. (3) Drug 1: C1=NC2=C(N=C(N=C2N1C3C(C(C(O3)CO)O)O)F)N. Drug 2: CCCCC(=O)OCC(=O)C1(CC(C2=C(C1)C(=C3C(=C2O)C(=O)C4=C(C3=O)C=CC=C4OC)O)OC5CC(C(C(O5)C)O)NC(=O)C(F)(F)F)O. Cell line: PC-3. Synergy scores: CSS=48.9, Synergy_ZIP=-2.51, Synergy_Bliss=-2.48, Synergy_Loewe=-8.50, Synergy_HSA=-0.630.